This data is from Tyrosyl-DNA phosphodiesterase HTS with 341,365 compounds. The task is: Binary Classification. Given a drug SMILES string, predict its activity (active/inactive) in a high-throughput screening assay against a specified biological target. (1) The molecule is Clc1c(N2CCN(CC2)c2nnc(Cl)cc2)ccc([N+]([O-])=O)c1. The result is 0 (inactive). (2) The drug is s1c2nc(SCc3[nH]c4c(n3)cccc4)n(c(=O)c2c(c1C)C)Cc1occc1. The result is 0 (inactive). (3) The molecule is O=C1CN(CCCCC)C(N)=C1c1[nH]c2c(n1)cccc2. The result is 0 (inactive). (4) The drug is O=C(N1CCN(C2CCCC2)CC1)c1noc(c1)COc1c(cccc1C)C. The result is 0 (inactive).